This data is from Forward reaction prediction with 1.9M reactions from USPTO patents (1976-2016). The task is: Predict the product of the given reaction. (1) Given the reactants [CH2:1]([O:3][C:4](=[O:16])[C:5]1[CH:10]=[CH:9][C:8]([NH:11][C:12](=[O:15])[CH:13]=[CH2:14])=[CH:7][CH:6]=1)[CH3:2].[NH:17]1[C:25]2[CH2:24][CH2:23][CH2:22][C:21](=[O:26])[C:20]=2[CH:19]=[CH:18]1.C(=O)([O-])[O-:28].[K+].[K+].O, predict the reaction product. The product is: [CH2:1]([O:3][C:4](=[O:16])[C:5]1[CH:10]=[CH:9][C:8]([NH:11][C:12](=[O:15])[CH2:13][CH2:14][N:17]2[C:25]3[CH2:24][CH2:23][CH2:22][C:21](=[O:26])[C:20]=3[CH2:19][C:18]2=[O:28])=[CH:7][CH:6]=1)[CH3:2]. (2) Given the reactants Br.Br[CH2:3][C:4]([C:6]1[CH:11]=[CH:10][CH:9]=[CH:8][N:7]=1)=O.[C:12]1([CH2:18][CH2:19][NH:20][C:21]([NH2:23])=[S:22])[CH:17]=[CH:16][CH:15]=[CH:14][CH:13]=1.C([O-])(=O)C.[Na+].C(O)C, predict the reaction product. The product is: [C:12]1([CH2:18][CH2:19][NH:20][C:21]2[S:22][CH:3]=[C:4]([C:6]3[CH:11]=[CH:10][CH:9]=[CH:8][N:7]=3)[N:23]=2)[CH:17]=[CH:16][CH:15]=[CH:14][CH:13]=1. (3) Given the reactants [CH2:1]([O:8][C:9]1[CH:10]=[C:11]([CH:28]=[CH:29][CH:30]=1)[O:12][C:13]1[CH:14]=[CH:15][C:16]2[CH:20]([CH2:21][CH2:22][C:23]([OH:25])=[O:24])[O:19][B:18]([OH:26])[C:17]=2[CH:27]=1)[C:2]1[CH:7]=[CH:6][CH:5]=[CH:4][CH:3]=1.[CH2:31](O)[CH3:32], predict the reaction product. The product is: [CH2:1]([O:8][C:9]1[CH:10]=[C:11]([CH:28]=[CH:29][CH:30]=1)[O:12][C:13]1[CH:14]=[CH:15][C:16]2[CH:20]([CH2:21][CH2:22][C:23]([O:25][CH2:31][CH3:32])=[O:24])[O:19][B:18]([OH:26])[C:17]=2[CH:27]=1)[C:2]1[CH:3]=[CH:4][CH:5]=[CH:6][CH:7]=1. (4) Given the reactants [F:1][C:2]1[CH:7]=[C:6]([O:8][CH3:9])[CH:5]=[CH:4][C:3]=1[CH:10]1[CH2:15][CH2:14][N:13]([C:16]([O:18][C:19]([CH3:22])([CH3:21])[CH3:20])=[O:17])[CH2:12][CH2:11]1.[I:23]I, predict the reaction product. The product is: [F:1][C:2]1[CH:7]=[C:6]([O:8][CH3:9])[C:5]([I:23])=[CH:4][C:3]=1[CH:10]1[CH2:15][CH2:14][N:13]([C:16]([O:18][C:19]([CH3:22])([CH3:21])[CH3:20])=[O:17])[CH2:12][CH2:11]1.